This data is from Full USPTO retrosynthesis dataset with 1.9M reactions from patents (1976-2016). The task is: Predict the reactants needed to synthesize the given product. (1) Given the product [OH:32][CH2:31][CH2:30][CH2:29][O:28][C:23]1[CH:24]=[C:25]2[C:20](=[CH:21][CH:22]=1)[C:19]([C:9]1[N:8]([C:6]([O:5][C:1]([CH3:4])([CH3:3])[CH3:2])=[O:7])[CH:12]=[CH:11][CH:10]=1)=[CH:18][CH:27]=[CH:26]2, predict the reactants needed to synthesize it. The reactants are: [C:1]([O:5][C:6]([N:8]1[CH:12]=[CH:11][CH:10]=[C:9]1[Sn](C)(C)C)=[O:7])([CH3:4])([CH3:3])[CH3:2].Br[C:18]1[CH:19]=[C:20]2[C:25](=[CH:26][CH:27]=1)[CH:24]=[C:23]([O:28][CH2:29][CH2:30][CH2:31][OH:32])[CH:22]=[CH:21]2. (2) Given the product [CH2:13]([O:12][C:9]1[CH:10]=[CH:11][C:6]([S:3]([N:2]([CH3:1])[CH:28]([CH2:33][CH2:34][CH2:35][Cl:36])[C:29]([O:31][CH3:32])=[O:30])(=[O:5])=[O:4])=[CH:7][CH:8]=1)[C:14]#[C:15][CH3:16], predict the reactants needed to synthesize it. The reactants are: [CH3:1][NH:2][S:3]([C:6]1[CH:11]=[CH:10][C:9]([O:12][CH2:13][C:14]#[C:15][CH3:16])=[CH:8][CH:7]=1)(=[O:5])=[O:4].C[Si](C)(C)[N-][Si](C)(C)C.[Na+].Br[CH:28]([CH2:33][CH2:34][CH2:35][Cl:36])[C:29]([O:31][CH3:32])=[O:30].O. (3) Given the product [OH:2][C:3]1[CH:8]=[C:7]([OH:9])[CH:6]=[CH:5][C:4]=1/[CH:11]=[CH:12]/[C:13]1[CH:22]=[CH:21][C:16]([C:17]([OH:19])=[O:18])=[CH:15][CH:14]=1.[CH3:1][O:2][C:3]1[CH:8]=[C:7]([O:9][CH3:10])[CH:6]=[CH:5][C:4]=1/[CH:11]=[CH:12]/[C:13]1[CH:22]=[CH:21][C:16]([C:17]([O:19][CH3:20])=[O:18])=[CH:15][CH:14]=1, predict the reactants needed to synthesize it. The reactants are: [CH3:1][O:2][C:3]1[CH:8]=[C:7]([O:9][CH3:10])[CH:6]=[CH:5][C:4]=1[C:11](=O)[CH2:12][C:13]1[CH:22]=[CH:21][C:16]([C:17]([O:19][CH3:20])=[O:18])=[CH:15][CH:14]=1.[BH4-].[Na+].Cl.